This data is from NCI-60 drug combinations with 297,098 pairs across 59 cell lines. The task is: Regression. Given two drug SMILES strings and cell line genomic features, predict the synergy score measuring deviation from expected non-interaction effect. (1) Drug 1: CCC(=C(C1=CC=CC=C1)C2=CC=C(C=C2)OCCN(C)C)C3=CC=CC=C3.C(C(=O)O)C(CC(=O)O)(C(=O)O)O. Drug 2: CNC(=O)C1=NC=CC(=C1)OC2=CC=C(C=C2)NC(=O)NC3=CC(=C(C=C3)Cl)C(F)(F)F. Cell line: EKVX. Synergy scores: CSS=-0.172, Synergy_ZIP=-0.898, Synergy_Bliss=-0.211, Synergy_Loewe=-5.65, Synergy_HSA=-3.01. (2) Drug 1: C1=C(C(=O)NC(=O)N1)N(CCCl)CCCl. Drug 2: CC1=C(C=C(C=C1)C(=O)NC2=CC(=CC(=C2)C(F)(F)F)N3C=C(N=C3)C)NC4=NC=CC(=N4)C5=CN=CC=C5. Cell line: NCI-H522. Synergy scores: CSS=26.5, Synergy_ZIP=3.29, Synergy_Bliss=4.13, Synergy_Loewe=0.990, Synergy_HSA=1.70. (3) Drug 1: COC1=C(C=C2C(=C1)N=CN=C2NC3=CC(=C(C=C3)F)Cl)OCCCN4CCOCC4. Drug 2: CC1C(C(CC(O1)OC2CC(CC3=C2C(=C4C(=C3O)C(=O)C5=C(C4=O)C(=CC=C5)OC)O)(C(=O)C)O)N)O.Cl. Cell line: A549. Synergy scores: CSS=48.3, Synergy_ZIP=4.39, Synergy_Bliss=3.73, Synergy_Loewe=5.11, Synergy_HSA=6.88. (4) Drug 1: CS(=O)(=O)C1=CC(=C(C=C1)C(=O)NC2=CC(=C(C=C2)Cl)C3=CC=CC=N3)Cl. Drug 2: CC1=C(C(=CC=C1)Cl)NC(=O)C2=CN=C(S2)NC3=CC(=NC(=N3)C)N4CCN(CC4)CCO. Cell line: RPMI-8226. Synergy scores: CSS=0.580, Synergy_ZIP=1.54, Synergy_Bliss=-0.616, Synergy_Loewe=-11.0, Synergy_HSA=-7.14. (5) Drug 1: CCC1(CC2CC(C3=C(CCN(C2)C1)C4=CC=CC=C4N3)(C5=C(C=C6C(=C5)C78CCN9C7C(C=CC9)(C(C(C8N6C)(C(=O)OC)O)OC(=O)C)CC)OC)C(=O)OC)O.OS(=O)(=O)O. Drug 2: COC1=C2C(=CC3=C1OC=C3)C=CC(=O)O2. Cell line: SN12C. Synergy scores: CSS=0.142, Synergy_ZIP=5.97, Synergy_Bliss=-3.29, Synergy_Loewe=-1.89, Synergy_HSA=-4.70.